Predict the reactants needed to synthesize the given product. From a dataset of Full USPTO retrosynthesis dataset with 1.9M reactions from patents (1976-2016). Given the product [CH2:17]([N:4]([CH2:1][CH2:2][CH3:3])[C:5](=[O:14])[O:6][CH2:7][C:8]1[CH:9]=[CH:10][CH:11]=[CH:12][CH:13]=1)/[CH:18]=[CH:19]/[CH3:20], predict the reactants needed to synthesize it. The reactants are: [CH2:1]([NH:4][C:5](=[O:14])[O:6][CH2:7][C:8]1[CH:13]=[CH:12][CH:11]=[CH:10][CH:9]=1)[CH2:2][CH3:3].[H-].[Na+].[CH2:17](Br)[CH:18]=[CH:19][CH3:20].